The task is: Predict the reactants needed to synthesize the given product.. This data is from Full USPTO retrosynthesis dataset with 1.9M reactions from patents (1976-2016). (1) The reactants are: Cl[C:2]1[C:11]2=[N:12][N:13](CC3C=CC(OC)=CC=3)[C:14]([N+:15]([O-:17])=[O:16])=[C:10]2[C:9]2[CH:8]=[CH:7][CH:6]=[CH:5][C:4]=2[N:3]=1.[CH3:27][O:28][C:29]1[CH:30]=[C:31]([CH:33]=[CH:34][C:35]=1[O:36][CH3:37])[NH2:32].Cl. Given the product [CH3:27][O:28][C:29]1[CH:30]=[C:31]([NH:32][C:2]2[C:11]3=[N:12][NH:13][C:14]([N+:15]([O-:17])=[O:16])=[C:10]3[C:9]3[CH:8]=[CH:7][CH:6]=[CH:5][C:4]=3[N:3]=2)[CH:33]=[CH:34][C:35]=1[O:36][CH3:37], predict the reactants needed to synthesize it. (2) The reactants are: [Br:1][C:2]1[CH:3]=[C:4]([C:8]([C:10]([C:12]2[CH:17]=[CH:16][CH:15]=[CH:14][CH:13]=2)=O)=O)[CH:5]=[CH:6][CH:7]=1.[CH2:18]([C:30]1[CH:35]=[CH:34][C:33]([CH2:36][C:37](=[O:57])[CH2:38][C:39]2[CH:44]=[CH:43][C:42]([CH2:45][CH2:46][CH2:47][CH2:48][CH2:49][CH2:50][CH2:51][CH2:52][CH2:53][CH2:54][CH2:55][CH3:56])=[CH:41][CH:40]=2)=[CH:32][CH:31]=1)[CH2:19][CH2:20][CH2:21][CH2:22][CH2:23][CH2:24][CH2:25][CH2:26][CH2:27][CH2:28][CH3:29].[OH-].C([N+](CC)(CC)CC)C. Given the product [Br:1][C:2]1[CH:3]=[C:4]([C:8]2[C:10]([C:12]3[CH:13]=[CH:14][CH:15]=[CH:16][CH:17]=3)=[C:38]([C:39]3[CH:44]=[CH:43][C:42]([CH2:45][CH2:46][CH2:47][CH2:48][CH2:49][CH2:50][CH2:51][CH2:52][CH2:53][CH2:54][CH2:55][CH3:56])=[CH:41][CH:40]=3)[C:37](=[O:57])[C:36]=2[C:33]2[CH:34]=[CH:35][C:30]([CH2:18][CH2:19][CH2:20][CH2:21][CH2:22][CH2:23][CH2:24][CH2:25][CH2:26][CH2:27][CH2:28][CH3:29])=[CH:31][CH:32]=2)[CH:5]=[CH:6][CH:7]=1, predict the reactants needed to synthesize it.